Task: Predict the reactants needed to synthesize the given product.. Dataset: Full USPTO retrosynthesis dataset with 1.9M reactions from patents (1976-2016) (1) Given the product [CH2:10]([NH:13][C:7]([C:5]1[S:6][C:2]([Cl:1])=[CH:3][CH:4]=1)=[O:8])[CH:11]=[CH2:12], predict the reactants needed to synthesize it. The reactants are: [Cl:1][C:2]1[S:6][C:5]([C:7](Cl)=[O:8])=[CH:4][CH:3]=1.[CH2:10]([NH2:13])[CH:11]=[CH2:12]. (2) Given the product [Cl:22][C:23]1[CH:24]=[CH:25][C:26]([S:29]([C:32](=[CH:18][C:17]2[C:16]3[C:11](=[CH:12][CH:13]=[CH:14][CH:15]=3)[NH:10][C:9]=2[C:4]2[CH:5]=[CH:6][CH:7]=[CH:8][C:3]=2[C:2]([F:21])([F:20])[F:1])[C:33]#[N:34])(=[O:30])=[O:31])=[CH:27][CH:28]=1, predict the reactants needed to synthesize it. The reactants are: [F:1][C:2]([F:21])([F:20])[C:3]1[CH:8]=[CH:7][CH:6]=[CH:5][C:4]=1[C:9]1[NH:10][C:11]2[C:16]([C:17]=1[CH:18]=O)=[CH:15][CH:14]=[CH:13][CH:12]=2.[Cl:22][C:23]1[CH:28]=[CH:27][C:26]([S:29]([CH2:32][C:33]#[N:34])(=[O:31])=[O:30])=[CH:25][CH:24]=1. (3) Given the product [CH3:14][C:13]1[N:9]([CH2:8][C:5]2[CH:4]=[N+:3]([O-:33])[C:2]([NH:41][CH2:40][CH2:39][N:34]3[CH2:38][CH2:37][CH2:36][CH2:35]3)=[CH:7][CH:6]=2)[N:10]=[C:11]([C:15]2[O:19][N:18]=[C:17]([C:20]3[CH:25]=[CH:24][C:23]([S:26]([C:29]([F:32])([F:31])[F:30])(=[O:28])=[O:27])=[CH:22][CH:21]=3)[N:16]=2)[CH:12]=1, predict the reactants needed to synthesize it. The reactants are: Cl[C:2]1[CH:7]=[CH:6][C:5]([CH2:8][N:9]2[C:13]([CH3:14])=[CH:12][C:11]([C:15]3[O:19][N:18]=[C:17]([C:20]4[CH:25]=[CH:24][C:23]([S:26]([C:29]([F:32])([F:31])[F:30])(=[O:28])=[O:27])=[CH:22][CH:21]=4)[N:16]=3)=[N:10]2)=[CH:4][N+:3]=1[O-:33].[N:34]1([CH2:39][CH2:40][NH2:41])[CH2:38][CH2:37][CH2:36][CH2:35]1. (4) Given the product [CH:1]1([CH2:5][CH2:6][CH2:7][C@@H:8]([C:17]2[O:18][CH:19]=[C:20]([C:22]([N:24]([CH3:26])[CH3:25])=[O:23])[N:21]=2)[CH2:9][C:10]([OH:12])=[O:11])[CH2:4][CH2:3][CH2:2]1, predict the reactants needed to synthesize it. The reactants are: [CH:1]1([CH2:5][CH2:6][CH2:7][C@@H:8]([C:17]2[O:18][CH:19]=[C:20]([C:22]([N:24]([CH3:26])[CH3:25])=[O:23])[N:21]=2)[CH2:9][C:10]([O:12]C(C)(C)C)=[O:11])[CH2:4][CH2:3][CH2:2]1.FC(F)(F)C(O)=O. (5) The reactants are: [NH2:1][C:2]1[CH:7]=[CH:6][C:5]([F:8])=[CH:4][C:3]=1[OH:9].[F:10][C:11]1[CH:19]=[CH:18][C:17]([N+:20]([O-:22])=[O:21])=[CH:16][C:12]=1[C:13](Cl)=[O:14]. Given the product [OH:9][C:3]1[CH:4]=[C:5]([F:8])[CH:6]=[CH:7][C:2]=1[NH:1][C:13](=[O:14])[C:12]1[CH:16]=[C:17]([N+:20]([O-:22])=[O:21])[CH:18]=[CH:19][C:11]=1[F:10], predict the reactants needed to synthesize it. (6) The reactants are: Br[CH:2]([CH2:4][CH3:5])[CH3:3].[CH3:6][O:7][C:8]1[CH:13]=[CH:12][C:11]([S:14]([NH:17][C:18]2[CH:23]=[CH:22][C:21]([O:24][CH3:25])=[CH:20][CH:19]=2)(=[O:16])=[O:15])=[CH:10][CH:9]=1. Given the product [CH:2]([N:17]([C:18]1[CH:23]=[CH:22][C:21]([O:24][CH3:25])=[CH:20][CH:19]=1)[S:14]([C:11]1[CH:12]=[CH:13][C:8]([O:7][CH3:6])=[CH:9][CH:10]=1)(=[O:16])=[O:15])([CH2:4][CH3:5])[CH3:3], predict the reactants needed to synthesize it. (7) The reactants are: [C:1]([C:3]1[CH:4]=[N:5][N:6]([CH:20]([CH3:22])[CH3:21])[C:7]=1[NH:8][C:9](=O)[C:10]1[CH:15]=[CH:14][C:13]([N+:16]([O-:18])=[O:17])=[CH:12][CH:11]=1)#[N:2].C([OH:25])C.OO.Cl. Given the product [CH:20]([N:6]1[C:7]2=[N:8][C:9]([C:10]3[CH:15]=[CH:14][C:13]([N+:16]([O-:18])=[O:17])=[CH:12][CH:11]=3)=[N:2][C:1]([OH:25])=[C:3]2[CH:4]=[N:5]1)([CH3:22])[CH3:21], predict the reactants needed to synthesize it.